Dataset: Full USPTO retrosynthesis dataset with 1.9M reactions from patents (1976-2016). Task: Predict the reactants needed to synthesize the given product. (1) Given the product [F:1][C:2]1[CH:11]=[C:10]2[C:5]([CH2:6][CH2:7][N:8]([S:21]([CH3:20])(=[O:23])=[O:22])[CH2:9]2)=[CH:4][C:3]=1[OH:12], predict the reactants needed to synthesize it. The reactants are: [F:1][C:2]1[CH:11]=[C:10]2[C:5]([CH2:6][CH2:7][NH:8][CH2:9]2)=[CH:4][C:3]=1[OH:12].CCN(CC)CC.[CH3:20][S:21](Cl)(=[O:23])=[O:22].[OH-].[Na+].Cl. (2) Given the product [CH3:11][O:12][C:13](=[O:16])[CH:14]=[CH:15][C:4](=[C:5]([NH2:9])[CH:6]1[CH2:8][CH2:7]1)[C:3]([O:2][CH3:1])=[O:10], predict the reactants needed to synthesize it. The reactants are: [CH3:1][O:2][C:3](=[O:10])[CH:4]=[C:5]([NH2:9])[CH:6]1[CH2:8][CH2:7]1.[CH3:11][O:12][C:13](=[O:16])[C:14]#[CH:15]. (3) Given the product [C:42](=[O:43])([O:44][C:45]1[CH:50]=[CH:49][C:48]([N+:51]([O-:53])=[O:52])=[CH:47][CH:46]=1)[NH2:4], predict the reactants needed to synthesize it. The reactants are: C1[C@@H]([NH2:4])[C@@H]1C1C=CC=CC=1.CN1[C@@H]2[C@@](C3C=CC(OC)=C(OC)C=3)(CC[C@H](N)C2)CC1.CCN(C(C)C)C(C)C.Cl[C:42]([O:44][C:45]1[CH:50]=[CH:49][C:48]([N+:51]([O-:53])=[O:52])=[CH:47][CH:46]=1)=[O:43]. (4) Given the product [NH2:16][C:11]1[CH:12]=[CH:13][CH:14]=[C:15]2[C:10]=1[C:9](=[O:19])[C:8]1([NH:20][C:21](=[O:28])[C:22]3[CH:27]=[CH:26][CH:25]=[N:24][CH:23]=3)[C:7]3[CH:29]=[CH:30][C:31]([CH:33]([CH3:35])[CH3:34])=[CH:32][C:6]=3[O:5][C:4]12[OH:3], predict the reactants needed to synthesize it. The reactants are: Cl.O.[OH:3][C:4]12[C:15]3[C:10](=[C:11]([N+:16]([O-])=O)[CH:12]=[CH:13][CH:14]=3)[C:9](=[O:19])[C:8]1([NH:20][C:21](=[O:28])[C:22]1[CH:27]=[CH:26][CH:25]=[N:24][CH:23]=1)[C:7]1[CH:29]=[CH:30][C:31]([CH:33]([CH3:35])[CH3:34])=[CH:32][C:6]=1[O:5]2. (5) Given the product [C:44]([O:43][NH:28][C:31]([CH2:9][CH2:10][O:11][CH2:12][CH2:13][NH:14][C:15]1[N:16]=[N+:17]([O-:25])[C:18]2[CH:24]=[CH:23][CH:22]=[CH:21][C:19]=2[N:20]=1)=[O:49])([CH3:45])([CH3:46])[CH3:47], predict the reactants needed to synthesize it. The reactants are: C(S)CCS.N([CH2:9][CH2:10][O:11][CH2:12][CH2:13][NH:14][C:15]1[N:16]=[N+:17]([O-:25])[C:18]2[CH:24]=[CH:23][CH:22]=[CH:21][C:19]=2[N:20]=1)=[N+]=[N-].CC[N:28]([CH2:31]C)CC.[C:44]([O:43]C(OC([O:43][C:44]([CH3:47])([CH3:46])[CH3:45])=O)=O)([CH3:47])([CH3:46])[CH3:45].C[OH:49]. (6) Given the product [Cl:21][C:22]1[N:27]=[CH:26][C:25]2[C:28](=[C:3]3[C:4]4[C:9](=[CH:8][CH:7]=[CH:6][CH:5]=4)[NH:1][C:2]3=[O:10])[O:29][CH:30]([CH2:31][CH3:32])[C:24]=2[CH:23]=1, predict the reactants needed to synthesize it. The reactants are: [NH:1]1[C:9]2[C:4](=[CH:5][CH:6]=[CH:7][CH:8]=2)[CH2:3][C:2]1=[O:10].C[Si]([N-][Si](C)(C)C)(C)C.[Li+].[Cl:21][C:22]1[N:27]=[CH:26][C:25]2[C:28](=O)[O:29][CH:30]([CH2:31][CH3:32])[C:24]=2[CH:23]=1.Cl. (7) The reactants are: Cl.C(=[N:15][CH:16]([C:25]1[CH:30]=[CH:29][CH:28]=[C:27]([Cl:31])[C:26]=1[Cl:32])[CH2:17][C:18]1[O:22][N:21]=[C:20]([CH2:23][CH3:24])[CH:19]=1)(C1C=CC=CC=1)C1C=CC=CC=1. Given the product [Cl:32][C:26]1[C:27]([Cl:31])=[CH:28][CH:29]=[CH:30][C:25]=1[CH:16]([NH2:15])[CH2:17][C:18]1[O:22][N:21]=[C:20]([CH2:23][CH3:24])[CH:19]=1, predict the reactants needed to synthesize it. (8) Given the product [C:16]([C:20]1[CH:34]=[CH:33][C:23]([O:24][C:25]2[CH:26]=[C:27]([CH:30]=[CH:31][CH:32]=2)[CH2:28][N:8]2[CH2:7][CH2:6][C:5]3[C:10](=[CH:11][C:12]([O:13][CH3:14])=[C:3]([O:2][CH3:1])[CH:4]=3)[CH:9]2[CH3:15])=[CH:22][CH:21]=1)([CH3:19])([CH3:17])[CH3:18], predict the reactants needed to synthesize it. The reactants are: [CH3:1][O:2][C:3]1[CH:4]=[C:5]2[C:10](=[CH:11][C:12]=1[O:13][CH3:14])[CH:9]([CH3:15])[NH:8][CH2:7][CH2:6]2.[C:16]([C:20]1[CH:34]=[CH:33][C:23]([O:24][C:25]2[CH:26]=[C:27]([CH:30]=[CH:31][CH:32]=2)[CH:28]=O)=[CH:22][CH:21]=1)([CH3:19])([CH3:18])[CH3:17].[BH-](OC(C)=O)(OC(C)=O)OC(C)=O.[Na+].[OH-].[Na+]. (9) Given the product [F:20][C:16]1[CH:15]=[C:14]([CH:6]([NH:5][C:3]([CH2:2][NH:1][C:27]([CH:21]2[CH2:26][CH2:25][CH2:24][CH2:23][CH2:22]2)=[O:28])=[O:4])[C:7]2[CH:12]=[CH:11][CH:10]=[C:9]([F:13])[CH:8]=2)[CH:19]=[CH:18][CH:17]=1, predict the reactants needed to synthesize it. The reactants are: [NH2:1][CH2:2][C:3]([NH:5][CH:6]([C:14]1[CH:19]=[CH:18][CH:17]=[C:16]([F:20])[CH:15]=1)[C:7]1[CH:12]=[CH:11][CH:10]=[C:9]([F:13])[CH:8]=1)=[O:4].[CH:21]1([C:27](O)=[O:28])[CH2:26][CH2:25][CH2:24][CH2:23][CH2:22]1.